Dataset: Catalyst prediction with 721,799 reactions and 888 catalyst types from USPTO. Task: Predict which catalyst facilitates the given reaction. (1) Reactant: Cl[CH2:2][C@H:3]1[O:8][CH2:7][C@@H:6]2[CH2:9][CH2:10][CH2:11][N:5]2[CH2:4]1.[C:12]([O-:15])(=[O:14])[CH3:13].[K+]. Product: [C:12]([O:15][CH2:2][C@H:3]1[O:8][CH2:7][C@@H:6]2[CH2:9][CH2:10][CH2:11][N:5]2[CH2:4]1)(=[O:14])[CH3:13]. The catalyst class is: 9. (2) Product: [CH3:21][S:22]([O:9][CH2:8][CH2:7][CH2:6][C:5]([CH3:10])([N+:11]([O-:13])=[O:12])[CH3:4])(=[O:24])=[O:23]. The catalyst class is: 6. Reactant: C(Cl)Cl.[CH3:4][C:5]([N+:11]([O-:13])=[O:12])([CH3:10])[CH2:6][CH2:7][CH2:8][OH:9].C(N(CC)CC)C.[CH3:21][S:22](Cl)(=[O:24])=[O:23]. (3) Reactant: [OH:1][C@@:2]([CH3:11])([CH2:9][OH:10])[C:3]([N:5]([O:7][CH3:8])[CH3:6])=[O:4].CO[C:14](OC)([CH3:16])[CH3:15].O.C1(C)C=CC(S(O)(=O)=O)=CC=1. The catalyst class is: 21. Product: [CH3:8][O:7][N:5]([CH3:6])[C:3]([C@:2]1([CH3:11])[CH2:9][O:10][C:14]([CH3:16])([CH3:15])[O:1]1)=[O:4]. (4) Reactant: Cl[C:2]1[N:3]=[C:4]([N:11]2[CH2:16][CH2:15][O:14][CH:13]([CH3:17])[CH2:12]2)[C:5]2[S:10][CH:9]=[CH:8][C:6]=2[N:7]=1.[NH2:18][C:19]1[N:24]=[CH:23][C:22](B2OC(C)(C)C(C)(C)O2)=[CH:21][N:20]=1.CC#N.CC([O-])=O.[K+]. Product: [CH3:17][CH:13]1[CH2:12][N:11]([C:4]2[C:5]3[S:10][CH:9]=[CH:8][C:6]=3[N:7]=[C:2]([C:22]3[CH:21]=[N:20][C:19]([NH2:18])=[N:24][CH:23]=3)[N:3]=2)[CH2:16][CH2:15][O:14]1. The catalyst class is: 257. (5) Reactant: [CH3:1][O:2][C:3](=[O:28])[C:4]1[CH:9]=[CH:8][C:7](/[CH:10]=[CH:11]/[C:12]([C:14]2[CH:19]=[CH:18][C:17]([Cl:20])=[CH:16][C:15]=2[NH:21][C:22]2[CH:27]=[CH:26][CH:25]=[CH:24][N:23]=2)=[O:13])=[CH:6][CH:5]=1.[H][H]. Product: [CH3:1][O:2][C:3](=[O:28])[C:4]1[CH:9]=[CH:8][C:7]([CH2:10][CH2:11][C:12]([C:14]2[CH:19]=[CH:18][C:17]([Cl:20])=[CH:16][C:15]=2[NH:21][C:22]2[CH:27]=[CH:26][CH:25]=[CH:24][N:23]=2)=[O:13])=[CH:6][CH:5]=1. The catalyst class is: 603. (6) Reactant: O1[C:5]2([CH2:10][CH2:9][CH:8]([C:11]#[N:12])[CH2:7][CH2:6]2)[O:4]CC1.[N+]([O-])([O-])=O.[Ce+4].[NH4+].[N+]([O-])([O-])=O.[N+]([O-])([O-])=O.[N+]([O-])([O-])=O.[N+]([O-])([O-])=O. Product: [O:4]=[C:5]1[CH2:10][CH2:9][CH:8]([C:11]#[N:12])[CH2:7][CH2:6]1. The catalyst class is: 144.